Dataset: Peptide-MHC class II binding affinity with 134,281 pairs from IEDB. Task: Regression. Given a peptide amino acid sequence and an MHC pseudo amino acid sequence, predict their binding affinity value. This is MHC class II binding data. (1) The peptide sequence is PYILLVSSKVSTVKD. The MHC is DRB1_0901 with pseudo-sequence DRB1_0901. The binding affinity (normalized) is 0.547. (2) The peptide sequence is YAVSFNYFVCNLLQE. The MHC is DRB1_0301 with pseudo-sequence DRB1_0301. The binding affinity (normalized) is 0.173. (3) The peptide sequence is KNIPQPVRALLEGFL. The MHC is DRB1_0701 with pseudo-sequence DRB1_0701. The binding affinity (normalized) is 0.487. (4) The peptide sequence is SQDLELSYNLNGLQAY. The MHC is HLA-DQA10301-DQB10302 with pseudo-sequence HLA-DQA10301-DQB10302. The binding affinity (normalized) is 0.360.